This data is from Forward reaction prediction with 1.9M reactions from USPTO patents (1976-2016). The task is: Predict the product of the given reaction. (1) The product is: [K+:26].[Br:1][C:2]1[CH:7]=[CH:6][C:5]([CH:8]([C:19]2[CH:20]=[CH:21][N:22]=[CH:23][CH:24]=2)[O:9][CH:10]([CH2:15][CH:16]([CH3:18])[CH3:17])[C:11]([O-:13])=[O:12])=[CH:4][CH:3]=1. Given the reactants [Br:1][C:2]1[CH:7]=[CH:6][C:5]([CH:8]([C:19]2[CH:24]=[CH:23][N:22]=[CH:21][CH:20]=2)[O:9][CH:10]([CH2:15][CH:16]([CH3:18])[CH3:17])[C:11]([O:13]C)=[O:12])=[CH:4][CH:3]=1.[OH-].[K+:26], predict the reaction product. (2) Given the reactants C1C(=O)N([Br:8])C(=O)C1.[CH2:9]([C:11]1[C:19]2[C:14](=[N:15][CH:16]=[C:17]3[CH:22]=[N:21][N:20]([CH3:23])[C:18]3=2)[N:13]([S:24]([C:27]2[CH:33]=[CH:32][C:30]([CH3:31])=[CH:29][CH:28]=2)(=[O:26])=[O:25])[CH:12]=1)[CH3:10], predict the reaction product. The product is: [Br:8][C:22]1[C:17]2[C:18](=[C:19]3[C:11]([CH2:9][CH3:10])=[CH:12][N:13]([S:24]([C:27]4[CH:28]=[CH:29][C:30]([CH3:31])=[CH:32][CH:33]=4)(=[O:26])=[O:25])[C:14]3=[N:15][CH:16]=2)[N:20]([CH3:23])[N:21]=1. (3) Given the reactants NC1C(C#N)=C(N2CCC(C3N(CCNCC4CC4)[CH:18]=[C:19]([C:21]4C=CC(F)=C(C)C=4)[N:20]=3)CC2)N=CN=1.C(N)(C)C.[NH2:40][C:41]1[N:46]=[CH:45][N:44]=[C:43]([N:47]2[CH2:52][CH2:51][CH:50]([C:53]3[N:54]([CH2:69][CH2:70]OS(C)(=O)=O)[CH:55]=[C:56]([C:58]4[CH:63]=[CH:62][C:61]([F:64])=[C:60]([C:65]([F:68])([F:67])[F:66])[CH:59]=4)[N:57]=3)[CH2:49][CH2:48]2)[C:42]=1[O:76][CH2:77][CH3:78].NC1N=CN=C(N2CCC(C3N(CCOS(C)(=O)=O)C=C(C4C=CC(F)=C(C(F)(F)F)C=4)N=3)CC2)C=1C#N, predict the reaction product. The product is: [CH2:77]([O:76][C:42]1[C:41]([NH2:40])=[N:46][CH:45]=[N:44][C:43]=1[N:47]1[CH2:52][CH2:51][CH:50]([C:53]2[N:54]([CH2:69][CH2:70][NH:20][CH:19]([CH3:21])[CH3:18])[CH:55]=[C:56]([C:58]3[CH:63]=[CH:62][C:61]([F:64])=[C:60]([C:65]([F:67])([F:66])[F:68])[CH:59]=3)[N:57]=2)[CH2:49][CH2:48]1)[CH3:78]. (4) Given the reactants CS[C:3]1[N:8]=[C:7]([N:9]2[C:13]3=[CH:14][C:15]([C:19]4[CH:24]=[CH:23][CH:22]=[CH:21][CH:20]=4)=[CH:16][C:17](=[O:18])[N:12]3[CH2:11][CH2:10]2)[CH:6]=CN=1.[Cl:25]C1N=CC=C(Cl)N=1.C1(C2C=[C:41]3[NH:48]CCN3C(=O)C=2)C=CC=CC=1, predict the reaction product. The product is: [Cl:25][C:3]1[N:8]=[C:7]([N:9]2[C:13]3=[CH:14][C:15]([C:19]4[CH:24]=[CH:23][CH:22]=[CH:21][CH:20]=4)=[CH:16][C:17](=[O:18])[N:12]3[CH2:11][CH2:10]2)[CH:6]=[N:48][CH:41]=1. (5) The product is: [F:54][C:53]([F:56])([F:55])[C:51]([OH:57])=[O:52].[Br:1][C:2]1[CH:11]=[CH:10][CH:9]=[C:8]2[C:3]=1[CH:4]=[CH:5][C:6]([O:49][CH3:50])=[C:7]2[CH2:12][N:13]1[C:19](=[O:20])[C@@H:18]([NH:21][C:22](=[O:34])[C@@H:23]([NH:25][CH3:26])[CH3:24])[C@H:17]([CH3:35])[N:16]([C:36](=[O:42])[CH2:37][S:38]([CH3:41])(=[O:40])=[O:39])[C:15]2[CH:43]=[C:44]([C:47]#[N:48])[CH:45]=[CH:46][C:14]1=2. Given the reactants [Br:1][C:2]1[CH:11]=[CH:10][CH:9]=[C:8]2[C:3]=1[CH:4]=[CH:5][C:6]([O:49][CH3:50])=[C:7]2[CH2:12][N:13]1[C:19](=[O:20])[C@@H:18]([NH:21][C:22](=[O:34])[C@@H:23]([N:25](C)[C:26](=O)OC(C)(C)C)[CH3:24])[C@H:17]([CH3:35])[N:16]([C:36](=[O:42])[CH2:37][S:38]([CH3:41])(=[O:40])=[O:39])[C:15]2[CH:43]=[C:44]([C:47]#[N:48])[CH:45]=[CH:46][C:14]1=2.[C:51]([OH:57])([C:53]([F:56])([F:55])[F:54])=[O:52], predict the reaction product. (6) Given the reactants Cl[C:2]1[C:11]2[C:6](=[CH:7][C:8]([F:13])=[CH:9][C:10]=2[F:12])[N:5]=[C:4]([CH3:14])[C:3]=1[CH3:15].[CH3:16][S:17]([C:20]1[CH:25]=[CH:24][C:23]([C:26]2[C:27]([NH2:38])=[CH:28][C:29]([N:32]3[CH2:37][CH2:36][O:35][CH2:34][CH2:33]3)=[N:30][CH:31]=2)=[CH:22][CH:21]=1)(=[O:19])=[O:18].C1(P(C2CCCCC2)C2C=CC=CC=2C2C(C(C)C)=CC(C(C)C)=CC=2C(C)C)CCCCC1.CC(C)([O-])C.[Na+], predict the reaction product. The product is: [F:12][C:10]1[CH:9]=[C:8]([F:13])[CH:7]=[C:6]2[C:11]=1[C:2]([NH:38][C:27]1[C:26]([C:23]3[CH:24]=[CH:25][C:20]([S:17]([CH3:16])(=[O:19])=[O:18])=[CH:21][CH:22]=3)=[CH:31][N:30]=[C:29]([N:32]3[CH2:37][CH2:36][O:35][CH2:34][CH2:33]3)[CH:28]=1)=[C:3]([CH3:15])[C:4]([CH3:14])=[N:5]2. (7) The product is: [Cl:1][C:2]1[CH:10]=[C:9]2[C:5]([C:6]([C:11]3[N:12]=[C:13]4[C:19]([C:20]([NH:22][CH:23]([CH3:25])[CH3:24])=[O:21])=[CH:18][N:17]([CH2:26][O:27][CH2:28][CH2:29][Si:30]([CH3:31])([CH3:33])[CH3:32])[C:14]4=[N:15][CH:16]=3)=[N:7][N:8]2[CH2:37][C:38]2[CH:42]=[C:41]([CH3:43])[O:40][N:39]=2)=[CH:4][CH:3]=1. Given the reactants [Cl:1][C:2]1[CH:10]=[C:9]2[C:5]([C:6]([C:11]3[N:12]=[C:13]4[C:19]([C:20]([NH:22][CH:23]([CH3:25])[CH3:24])=[O:21])=[CH:18][N:17]([CH2:26][O:27][CH2:28][CH2:29][Si:30]([CH3:33])([CH3:32])[CH3:31])[C:14]4=[N:15][CH:16]=3)=[N:7][NH:8]2)=[CH:4][CH:3]=1.[H-].[Na+].Br[CH2:37][C:38]1[CH:42]=[C:41]([CH3:43])[O:40][N:39]=1, predict the reaction product.